Dataset: Full USPTO retrosynthesis dataset with 1.9M reactions from patents (1976-2016). Task: Predict the reactants needed to synthesize the given product. (1) Given the product [C:3]([O:7][C:8](=[O:28])[NH:9][C:10]1[CH:15]=[CH:14][CH:13]=[CH:12][C:11]=1[NH:16][C:17](=[O:27])/[CH:18]=[CH:34]/[C:32]1[CH:33]=[N:29][NH:30][CH:31]=1)([CH3:4])([CH3:5])[CH3:6], predict the reactants needed to synthesize it. The reactants are: [H-].[Na+].[C:3]([O:7][C:8](=[O:28])[NH:9][C:10]1[CH:15]=[CH:14][CH:13]=[CH:12][C:11]=1[NH:16][C:17](=[O:27])[CH2:18]P(OCC)(OCC)=O)([CH3:6])([CH3:5])[CH3:4].[NH:29]1[CH:33]=[C:32]([CH:34]=O)[CH:31]=[N:30]1. (2) The reactants are: CO[C:3]([C:5]1[C:6]([OH:35])=[C:7]2[C:12](=[C:13]([C:15]3[CH:20]=[CH:19][CH:18]=[CH:17][CH:16]=3)[N:14]=1)[N:11]([CH2:21][C:22]1[CH:27]=[CH:26][CH:25]=[CH:24][CH:23]=1)[C:10](=[O:28])[C:9]([C:29]1[CH:34]=[CH:33][CH:32]=[CH:31][CH:30]=1)=[CH:8]2)=[O:4].[NH2:36][CH2:37][CH2:38][C:39]([OH:41])=[O:40].C[O-].[Na+]. Given the product [CH2:21]([N:11]1[C:12]2[C:7](=[C:6]([OH:35])[C:5]([C:3]([NH:36][CH2:37][CH2:38][C:39]([OH:41])=[O:40])=[O:4])=[N:14][C:13]=2[C:15]2[CH:20]=[CH:19][CH:18]=[CH:17][CH:16]=2)[CH:8]=[C:9]([C:29]2[CH:30]=[CH:31][CH:32]=[CH:33][CH:34]=2)[C:10]1=[O:28])[C:22]1[CH:27]=[CH:26][CH:25]=[CH:24][CH:23]=1, predict the reactants needed to synthesize it.